Task: Regression. Given a peptide amino acid sequence and an MHC pseudo amino acid sequence, predict their binding affinity value. This is MHC class I binding data.. Dataset: Peptide-MHC class I binding affinity with 185,985 pairs from IEDB/IMGT (1) The peptide sequence is PVSMTYLYNK. The MHC is HLA-A68:01 with pseudo-sequence HLA-A68:01. The binding affinity (normalized) is 0.126. (2) The peptide sequence is GAGDFSHGW. The MHC is HLA-B15:01 with pseudo-sequence HLA-B15:01. The binding affinity (normalized) is 0.0847. (3) The peptide sequence is GPSPSHKSV. The MHC is HLA-A02:11 with pseudo-sequence HLA-A02:11. The binding affinity (normalized) is 0.0847. (4) The peptide sequence is FDLFGITLY. The MHC is HLA-A25:01 with pseudo-sequence HLA-A25:01. The binding affinity (normalized) is 0.0847. (5) The peptide sequence is FREVWKQLF. The MHC is HLA-A26:01 with pseudo-sequence HLA-A26:01. The binding affinity (normalized) is 0.0847. (6) The peptide sequence is FQVNRFTGY. The MHC is HLA-B08:02 with pseudo-sequence HLA-B08:02. The binding affinity (normalized) is 0.0847. (7) The peptide sequence is YDPVLMFLLF. The MHC is Mamu-A11 with pseudo-sequence Mamu-A11. The binding affinity (normalized) is 0. (8) The peptide sequence is STFAASGPF. The MHC is HLA-B08:03 with pseudo-sequence HLA-B08:03. The binding affinity (normalized) is 0.0847. (9) The peptide sequence is DRYPANAIV. The MHC is HLA-B08:01 with pseudo-sequence HLA-B08:01. The binding affinity (normalized) is 0.0847.